Dataset: Catalyst prediction with 721,799 reactions and 888 catalyst types from USPTO. Task: Predict which catalyst facilitates the given reaction. (1) The catalyst class is: 36. Reactant: [CH3:1][C:2]1([CH3:23])[N:6]([C:7]([O:9][C:10]([CH3:13])([CH3:12])[CH3:11])=[O:8])[C@@H:5]([CH2:14][CH2:15][CH2:16][C:17]#[C:18][Si](C)(C)C)[CH2:4][O:3]1.CCCC[N+](CCCC)(CCCC)CCCC.[F-]. Product: [CH3:1][C:2]1([CH3:23])[N:6]([C:7]([O:9][C:10]([CH3:11])([CH3:12])[CH3:13])=[O:8])[C@@H:5]([CH2:14][CH2:15][CH2:16][C:17]#[CH:18])[CH2:4][O:3]1. (2) Reactant: C(O[C:5]1[CH:6]=[C:7]([CH:26]=[C:27]([C:29](=[O:37])[NH:30][C:31]2[CH:35]=[CH:34][N:33]([CH3:36])[N:32]=2)[CH:28]=1)[O:8][C:9]1[CH:10]=[CH:11][C:12]([C:15]([NH:17][NH:18][C:19](=[O:25])[C:20]([O:22][CH2:23][CH3:24])=[O:21])=O)=[N:13][CH:14]=1)(C)C.N1C=C[CH:41]=[CH:40][CH:39]=1.FC(F)(F)S(OS(C(F)(F)F)(=O)=O)(=O)=O.[OH2:59]. Product: [CH:40]([O:59][C:5]1[CH:6]=[C:7]([CH:26]=[C:27]([C:29](=[O:37])[NH:30][C:31]2[CH:35]=[CH:34][N:33]([CH3:36])[N:32]=2)[CH:28]=1)[O:8][C:9]1[CH:10]=[CH:11][C:12]([C:15]2[O:25][C:19]([C:20]([O:22][CH2:23][CH3:24])=[O:21])=[N:18][N:17]=2)=[N:13][CH:14]=1)([CH3:41])[CH3:39]. The catalyst class is: 4. (3) Reactant: C([O:5][C:6](=[O:34])[CH2:7][N:8]([CH2:24][C:25]1[CH:30]=[C:29]([O:31][CH3:32])[CH:28]=[CH:27][C:26]=1[OH:33])[C@@H:9]1[CH2:14][CH2:13][CH2:12][CH2:11][C@H:10]1[N:15]([CH2:20][C:21]([O-:23])=[O:22])[CH2:16][C:17]([O-:19])=[O:18])(C)(C)C.C(O)(C(F)(F)F)=O. Product: [C:6]([CH2:7][N:8]([CH2:24][C:25]1[CH:30]=[C:29]([O:31][CH3:32])[CH:28]=[CH:27][C:26]=1[OH:33])[CH:9]1[CH2:14][CH2:13][CH2:12][CH2:11][CH:10]1[N:15]([CH2:20][C:21]([OH:23])=[O:22])[CH2:16][C:17]([OH:19])=[O:18])([OH:34])=[O:5]. The catalyst class is: 2. (4) Reactant: [F:1][C:2]1[CH:11]=[C:10]2[C:5]([C:6]([N:19]3[C:27]4[C:22](=[N:23][CH:24]=[C:25]([N:28]5[CH2:33][CH2:32][O:31][CH2:30][CH2:29]5)[CH:26]=4)[C:21]4([CH2:38][CH2:37][O:36][CH2:35][CH2:34]4)[CH2:20]3)=[C:7]([CH3:18])[C:8]([C:12]3[CH:17]=[CH:16][CH:15]=[CH:14][N:13]=3)=[N:9]2)=[CH:4][CH:3]=1.[Br:39]N1C(=O)CCC1=O. Product: [Br:39][C:24]1[N:23]=[C:22]2[C:21]3([CH2:38][CH2:37][O:36][CH2:35][CH2:34]3)[CH2:20][N:19]([C:6]3[C:5]4[C:10](=[CH:11][C:2]([F:1])=[CH:3][CH:4]=4)[N:9]=[C:8]([C:12]4[CH:17]=[CH:16][CH:15]=[CH:14][N:13]=4)[C:7]=3[CH3:18])[C:27]2=[CH:26][C:25]=1[N:28]1[CH2:29][CH2:30][O:31][CH2:32][CH2:33]1. The catalyst class is: 10. (5) Reactant: [C:1]([C:3]1[CH:4]=[C:5]([S:17]([N:20]([CH2:26][C:27]2[CH:32]=[CH:31][C:30]([O:33][CH3:34])=[CH:29][C:28]=2[O:35][CH3:36])[C:21]2[S:25][N:24]=[CH:23][N:22]=2)(=[O:19])=[O:18])[CH:6]=[CH:7][C:8]=1B1OCC(C)(C)CO1)#[N:2].C(=O)([O-])[O-].[K+].[K+].[CH3:43][O:44][C:45]1[CH:52]=[C:51]([C:53]([F:56])([F:55])[F:54])[CH:50]=[CH:49][C:46]=1[CH2:47]Br. Product: [C:1]([C:3]1[CH:4]=[C:5]([S:17]([N:20]([CH2:26][C:27]2[CH:32]=[CH:31][C:30]([O:33][CH3:34])=[CH:29][C:28]=2[O:35][CH3:36])[C:21]2[S:25][N:24]=[CH:23][N:22]=2)(=[O:18])=[O:19])[CH:6]=[CH:7][C:8]=1[CH2:47][C:46]1[CH:49]=[CH:50][C:51]([C:53]([F:54])([F:55])[F:56])=[CH:52][C:45]=1[O:44][CH3:43])#[N:2]. The catalyst class is: 602. (6) Reactant: [CH3:1][O:2][CH2:3][C@H:4]([CH3:31])[O:5][C:6]1[CH:7]=[C:8]([C:23]2[NH:27][C:26]([C:28](O)=[O:29])=[CH:25][CH:24]=2)[CH:9]=[C:10]([O:12][Si:13]([CH:20]([CH3:22])[CH3:21])([CH:17]([CH3:19])[CH3:18])[CH:14]([CH3:16])[CH3:15])[CH:11]=1.[NH2:32][C@@H:33]([CH2:37][OH:38])[C@@H:34]([CH3:36])[OH:35].[Cl-].COC1N=C(OC)N=C([N+]2(C)CCOCC2)N=1. Product: [OH:38][CH2:37][C@H:33]([NH:32][C:28]([C:26]1[NH:27][C:23]([C:8]2[CH:9]=[C:10]([O:12][Si:13]([CH:14]([CH3:15])[CH3:16])([CH:20]([CH3:22])[CH3:21])[CH:17]([CH3:18])[CH3:19])[CH:11]=[C:6]([O:5][C@@H:4]([CH3:31])[CH2:3][O:2][CH3:1])[CH:7]=2)=[CH:24][CH:25]=1)=[O:29])[C@H:34]([OH:35])[CH3:36]. The catalyst class is: 5.